This data is from Forward reaction prediction with 1.9M reactions from USPTO patents (1976-2016). The task is: Predict the product of the given reaction. (1) Given the reactants [OH-].[Na+].C[O:4][C:5](=[O:39])/[C:6](/[NH:18][C:19](=[O:38])[C:20]1[CH:25]=[CH:24][C:23]([CH:26]([OH:36])/[CH:27]=[CH:28]/[C:29]2[CH:34]=[CH:33][CH:32]=[C:31]([OH:35])[CH:30]=2)=[CH:22][C:21]=1[Cl:37])=[CH:7]/[C:8]1[CH:9]=[N:10][C:11]2[C:16]([CH:17]=1)=[CH:15][CH:14]=[CH:13][CH:12]=2.Cl, predict the reaction product. The product is: [Cl:37][C:21]1[CH:22]=[C:23]([CH:26]([OH:36])/[CH:27]=[CH:28]/[C:29]2[CH:34]=[CH:33][CH:32]=[C:31]([OH:35])[CH:30]=2)[CH:24]=[CH:25][C:20]=1[C:19]([NH:18]/[C:6](=[CH:7]\[C:8]1[CH:9]=[N:10][C:11]2[C:16]([CH:17]=1)=[CH:15][CH:14]=[CH:13][CH:12]=2)/[C:5]([OH:39])=[O:4])=[O:38]. (2) Given the reactants C(O[BH-](OC(=O)C)OC(=O)C)(=O)C.[Na+].Cl.[C:16]([O:20][C:21](=[O:27])[C@@H:22]([CH:24]([CH3:26])[CH3:25])[NH2:23])([CH3:19])([CH3:18])[CH3:17].[CH:28]([C:30]1[CH:35]=[CH:34][N:33]=[C:32]2[N:36]([S:42]([C:45]3[CH:51]=[CH:50][C:48]([CH3:49])=[CH:47][CH:46]=3)(=[O:44])=[O:43])[CH:37]=[C:38]([C:39](O)=[O:40])[C:31]=12)=O.CN(C(ON1N=NC2C=CC=NC1=2)=[N+](C)C)C.F[P-](F)(F)(F)(F)F.CN1CCOCC1, predict the reaction product. The product is: [CH3:26][CH:24]([CH3:25])[C@@H:22]([N:23]1[C:39](=[O:40])[C:38]2=[CH:37][N:36]([S:42]([C:45]3[CH:51]=[CH:50][C:48]([CH3:49])=[CH:47][CH:46]=3)(=[O:44])=[O:43])[C:32]3[C:31]2=[C:30]([CH:35]=[CH:34][N:33]=3)[CH2:28]1)[C:21]([O:20][C:16]([CH3:19])([CH3:18])[CH3:17])=[O:27]. (3) Given the reactants [CH:1]1([CH2:7][OH:8])[CH2:6][CH2:5][CH2:4][CH2:3][CH2:2]1.[NH2:9][C:10]1[CH:17]=[CH:16][CH:15]=[C:14](F)[C:11]=1[C:12]#[N:13], predict the reaction product. The product is: [NH2:9][C:10]1[CH:17]=[CH:16][CH:15]=[C:14]([O:8][CH2:7][CH:1]2[CH2:6][CH2:5][CH2:4][CH2:3][CH2:2]2)[C:11]=1[C:12]#[N:13]. (4) The product is: [CH3:26][C:24]1[S:25][C:21]2[CH:20]=[CH:19][C:18]([O:17][CH2:16][CH:15]([OH:28])[CH2:14][N:11]3[CH2:10][CH2:9][NH:8][CH2:13][CH2:12]3)=[CH:27][C:22]=2[N:23]=1. Given the reactants C(OC([N:8]1[CH2:13][CH2:12][N:11]([CH2:14][CH:15]([OH:28])[CH2:16][O:17][C:18]2[CH:19]=[CH:20][C:21]3[S:25][C:24]([CH3:26])=[N:23][C:22]=3[CH:27]=2)[CH2:10][CH2:9]1)=O)(C)(C)C, predict the reaction product. (5) Given the reactants C([N:8]1[CH2:13][CH2:12][N:11]([C:14]2[N:19]=[C:18]3[C:20]([S:23]([C:26]4[CH:31]=[CH:30][CH:29]=[CH:28][CH:27]=4)(=[O:25])=[O:24])=[CH:21][NH:22][C:17]3=[CH:16][CH:15]=2)[CH2:10][CH2:9]1)C1C=CC=CC=1.[Cl:32]C(OC(Cl)=O)C, predict the reaction product. The product is: [ClH:32].[ClH:32].[C:26]1([S:23]([C:20]2[C:18]3=[N:19][C:14]([N:11]4[CH2:12][CH2:13][NH:8][CH2:9][CH2:10]4)=[CH:15][CH:16]=[C:17]3[NH:22][CH:21]=2)(=[O:25])=[O:24])[CH:31]=[CH:30][CH:29]=[CH:28][CH:27]=1. (6) Given the reactants [Cl:1][C:2]1[C:3]([C:17]2[CH:22]=[CH:21][CH:20]=[C:19]([NH:23][CH2:24][C:25]3[CH:30]=[CH:29][CH:28]=[C:27]([F:31])[CH:26]=3)[N:18]=2)=[CH:4][C:5]([NH:8][C@@H:9]2[CH2:13][CH2:12][C@H:11]([C:14](O)=[O:15])[CH2:10]2)=[N:6][CH:7]=1.[CH3:32][NH:33][CH3:34].C1COCC1.Cl.C(N=C=NCCCN(C)C)C.N1C2C(=NC=CC=2)N(O)N=1.C(N(C(C)C)CC)(C)C, predict the reaction product. The product is: [Cl:1][C:2]1[C:3]([C:17]2[CH:22]=[CH:21][CH:20]=[C:19]([NH:23][CH2:24][C:25]3[CH:30]=[CH:29][CH:28]=[C:27]([F:31])[CH:26]=3)[N:18]=2)=[CH:4][C:5]([NH:8][C@@H:9]2[CH2:13][CH2:12][C@H:11]([C:14]([N:33]([CH3:34])[CH3:32])=[O:15])[CH2:10]2)=[N:6][CH:7]=1.